Dataset: NCI-60 drug combinations with 297,098 pairs across 59 cell lines. Task: Regression. Given two drug SMILES strings and cell line genomic features, predict the synergy score measuring deviation from expected non-interaction effect. (1) Drug 1: CC12CCC3C(C1CCC2=O)CC(=C)C4=CC(=O)C=CC34C. Drug 2: CC1=CC=C(C=C1)C2=CC(=NN2C3=CC=C(C=C3)S(=O)(=O)N)C(F)(F)F. Cell line: UACC-257. Synergy scores: CSS=34.2, Synergy_ZIP=1.85, Synergy_Bliss=2.70, Synergy_Loewe=3.54, Synergy_HSA=3.00. (2) Drug 1: CC1OCC2C(O1)C(C(C(O2)OC3C4COC(=O)C4C(C5=CC6=C(C=C35)OCO6)C7=CC(=C(C(=C7)OC)O)OC)O)O. Drug 2: C1CCC(C(C1)N)N.C(=O)(C(=O)[O-])[O-].[Pt+4]. Cell line: A549. Synergy scores: CSS=49.5, Synergy_ZIP=2.05, Synergy_Bliss=3.16, Synergy_Loewe=4.06, Synergy_HSA=7.57. (3) Drug 1: CCCS(=O)(=O)NC1=C(C(=C(C=C1)F)C(=O)C2=CNC3=C2C=C(C=N3)C4=CC=C(C=C4)Cl)F. Drug 2: C1CC(C1)(C(=O)O)C(=O)O.[NH2-].[NH2-].[Pt+2]. Cell line: MDA-MB-231. Synergy scores: CSS=15.1, Synergy_ZIP=-3.19, Synergy_Bliss=3.61, Synergy_Loewe=1.06, Synergy_HSA=1.71. (4) Cell line: IGROV1. Drug 1: CC12CCC3C(C1CCC2O)C(CC4=C3C=CC(=C4)O)CCCCCCCCCS(=O)CCCC(C(F)(F)F)(F)F. Drug 2: COC1=C2C(=CC3=C1OC=C3)C=CC(=O)O2. Synergy scores: CSS=-1.38, Synergy_ZIP=1.47, Synergy_Bliss=1.57, Synergy_Loewe=-0.210, Synergy_HSA=-0.441.